This data is from Forward reaction prediction with 1.9M reactions from USPTO patents (1976-2016). The task is: Predict the product of the given reaction. (1) Given the reactants Cl[C:2]1[N:18]=[C:5]2[C:6]([C:10]3[CH:15]=[N:14][C:13]([O:16][CH3:17])=[CH:12][N:11]=3)=[CH:7][CH:8]=[CH:9][N:4]2[N:3]=1.[C:19]([O:23][C:24]([N:26]1[CH2:31][CH2:30][CH:29]([C:32]2[CH:37]=[CH:36][C:35]([NH2:38])=[CH:34][CH:33]=2)[CH2:28][CH2:27]1)=[O:25])([CH3:22])([CH3:21])[CH3:20].C1(P(C2CCCCC2)C2C=CC=CC=2C2C=CC=CC=2P(C2CCCCC2)C2CCCCC2)CCCCC1, predict the reaction product. The product is: [C:19]([O:23][C:24]([N:26]1[CH2:31][CH2:30][CH:29]([C:32]2[CH:37]=[CH:36][C:35]([NH:38][C:2]3[N:18]=[C:5]4[C:6]([C:10]5[CH:15]=[N:14][C:13]([O:16][CH3:17])=[CH:12][N:11]=5)=[CH:7][CH:8]=[CH:9][N:4]4[N:3]=3)=[CH:34][CH:33]=2)[CH2:28][CH2:27]1)=[O:25])([CH3:22])([CH3:20])[CH3:21]. (2) Given the reactants [N+:1]([C:4]1[CH:9]=[C:8]([N+:10]([O-])=O)[CH:7]=[C:6]([N+:13]([O-])=O)[CH:5]=1)([O-])=O.[N+](C1C=C(C=C([N+]([O-])=O)C=1)N)([O-])=O.NC1C=C([N+]([O-])=O)C=C(N)C=1.[H][H], predict the reaction product. The product is: [NH2:1][C:4]1[CH:9]=[C:8]([NH2:10])[CH:7]=[C:6]([NH2:13])[CH:5]=1. (3) Given the reactants Br[C:2]1[N:3]=[C:4]([N:11]2[CH2:16][CH2:15][O:14][CH2:13][CH2:12]2)[S:5][C:6]=1[S:7]([NH2:10])(=[O:9])=[O:8].C1(P(C2CCCCC2)C2C=CC=CC=2C2C(OC)=CC=CC=2OC)CCCCC1.[Br-].[CH:47]1[C:56]2[C:51](=[CH:52][CH:53]=[CH:54][CH:55]=2)[CH:50]=[CH:49][C:48]=1[CH2:57][Zn+], predict the reaction product. The product is: [O:14]1[CH2:15][CH2:16][N:11]([C:4]2[S:5][C:6]([S:7]([NH2:10])(=[O:9])=[O:8])=[C:2]([CH2:57][C:48]3[CH:49]=[CH:50][C:51]4[C:56](=[CH:55][CH:54]=[CH:53][CH:52]=4)[CH:47]=3)[N:3]=2)[CH2:12][CH2:13]1. (4) Given the reactants [CH3:1][C:2]1[NH:3][C:4]2[C:9]([C:10]=1[CH2:11][C:12]([OH:14])=[O:13])=[CH:8][CH:7]=[CH:6][CH:5]=2.Cl.[CH3:16]O, predict the reaction product. The product is: [CH3:1][C:2]1[NH:3][C:4]2[C:9]([C:10]=1[CH2:11][C:12]([O:14][CH3:16])=[O:13])=[CH:8][CH:7]=[CH:6][CH:5]=2. (5) Given the reactants [Si:1]([O:8][CH2:9][C:10]1[S:14][C:13]([C:15]#[N:16])=[C:12]([CH2:17][CH3:18])[CH:11]=1)([C:4]([CH3:7])([CH3:6])[CH3:5])([CH3:3])[CH3:2].[NH2:19][OH:20], predict the reaction product. The product is: [Si:1]([O:8][CH2:9][C:10]1[S:14][C:13]([C:15](=[N:19][OH:20])[NH2:16])=[C:12]([CH2:17][CH3:18])[CH:11]=1)([C:4]([CH3:7])([CH3:6])[CH3:5])([CH3:2])[CH3:3].